Dataset: Reaction yield outcomes from USPTO patents with 853,638 reactions. Task: Predict the reaction yield, written as a fraction of the theoretical maximum amount of product (1.0 means a 100% yield; for example, 0.34 means a 34% yield). (1) The reactants are [CH:1](=O)[C:2]1[CH:7]=[CH:6][CH:5]=[CH:4][CH:3]=1.[C:9]([O:12]C(=O)C)(=[O:11])[CH3:10]. No catalyst specified. The product is [C:9]([OH:12])(=[O:11])[CH:10]=[CH:1][C:2]1[CH:7]=[CH:6][CH:5]=[CH:4][CH:3]=1. The yield is 0.190. (2) The reactants are [S:1]1[CH:5]=[CH:4][CH:3]=[C:2]1[CH2:6][OH:7].[C:8]([Si:12](Cl)([CH3:14])[CH3:13])([CH3:11])([CH3:10])[CH3:9].C(N(C(C)C)CC)(C)C. The catalyst is ClCCl. The product is [C:8]([Si:12]([CH3:14])([CH3:13])[O:7][CH2:6][C:2]1[S:1][CH:5]=[CH:4][CH:3]=1)([CH3:11])([CH3:10])[CH3:9]. The yield is 0.970. (3) The reactants are Br[C:2]1[CH:20]=[CH:19][C:5]2[N:6]=[C:7]([C@H:9]3[CH2:12][C@H:11]([N:13]4[CH2:17][CH2:16][CH2:15][C@H:14]4[CH3:18])[CH2:10]3)[S:8][C:4]=2[CH:3]=1.[N:21]1[CH:26]=[C:25](B(O)O)[CH:24]=[N:23][CH:22]=1.C(=O)([O-])[O-].[K+].[K+]. The catalyst is C(O)(C)C.Cl[Pd](Cl)([P](C1C=CC=CC=1)(C1C=CC=CC=1)C1C=CC=CC=1)[P](C1C=CC=CC=1)(C1C=CC=CC=1)C1C=CC=CC=1. The product is [CH3:18][C@@H:14]1[CH2:15][CH2:16][CH2:17][N:13]1[C@H:11]1[CH2:12][C@H:9]([C:7]2[S:8][C:4]3[CH:3]=[C:2]([C:25]4[CH:26]=[N:21][CH:22]=[N:23][CH:24]=4)[CH:20]=[CH:19][C:5]=3[N:6]=2)[CH2:10]1. The yield is 0.820. (4) The yield is 0.570. The reactants are [C:1]([O:5][C:6]([NH:8][C:9]1[CH:17]=[CH:16][CH:15]=[C:14]2[C:10]=1[CH:11]=[N:12][N:13]2[CH:18]([C:23]1[CH:28]=[CH:27][C:26]([Cl:29])=[CH:25][CH:24]=1)[C:19]([O:21][CH3:22])=[O:20])=[O:7])([CH3:4])([CH3:3])[CH3:2].[CH2:30](I)[CH3:31].[H-].[Na+]. The catalyst is CN(C=O)C. The product is [C:1]([O:5][C:6]([NH:8][C:9]1[CH:17]=[CH:16][CH:15]=[C:14]2[C:10]=1[CH:11]=[N:12][N:13]2[C:18]([C:23]1[CH:28]=[CH:27][C:26]([Cl:29])=[CH:25][CH:24]=1)([CH2:30][CH3:31])[C:19]([O:21][CH3:22])=[O:20])=[O:7])([CH3:4])([CH3:2])[CH3:3]. (5) The reactants are [O:1]1[CH2:6][CH2:5][CH2:4][CH2:3][CH:2]1[O:7][CH:8]1[CH2:12][O:11][C:10](=[O:13])[CH2:9]1.[CH3:14][CH2:15][Mg+].[Br-]. The catalyst is C1COCC1. The product is [OH:11][CH2:12][CH:8]([O:7][CH:2]1[CH2:3][CH2:4][CH2:5][CH2:6][O:1]1)[CH2:9][C:10]1([OH:13])[CH2:15][CH2:14]1. The yield is 0.730. (6) The reactants are [Cl:1][C:2]1[N:3]=[C:4](Cl)[C:5]2[S:10][CH:9]=[C:8]([CH3:11])[C:6]=2[N:7]=1.[CH3:13][CH:14]([NH2:17])[CH2:15][CH3:16]. The catalyst is CN(C=O)C. The product is [Cl:1][C:2]1[N:3]=[C:4]([NH:17][CH:14]([CH3:13])[CH2:15][CH3:16])[C:5]2[S:10][CH:9]=[C:8]([CH3:11])[C:6]=2[N:7]=1. The yield is 0.827.